Dataset: Forward reaction prediction with 1.9M reactions from USPTO patents (1976-2016). Task: Predict the product of the given reaction. (1) Given the reactants [CH2:1]([O:8][C@@H:9]1[C@@H:21]([O:22][CH2:23][C:24]2[CH:29]=[CH:28][CH:27]=[CH:26][CH:25]=2)[C@H:20](O)[C@@H:19]([CH2:31][O:32]C(C2C=CC=CC=2)(C2C=CC=CC=2)C2C=CC=CC=2)[O:18][C@H:10]1[S:11][C:12]1[CH:17]=[CH:16][CH:15]=[CH:14][CH:13]=1)[C:2]1[CH:7]=[CH:6][CH:5]=[CH:4][CH:3]=1.[Cl:52][CH2:53][C:54](Cl)=[O:55].CC1C=CC(S(O)(=O)=[O:65])=CC=1.C(N(CC)CC)C, predict the reaction product. The product is: [Cl:52][CH2:53][C:54]([O:55][C@@H:20]1[C@@H:19]([CH2:31][OH:32])[O:18][C@@H:10]([S:11][C:12]2[CH:13]=[CH:14][CH:15]=[CH:16][CH:17]=2)[C@H:9]([O:8][CH2:1][C:2]2[CH:3]=[CH:4][CH:5]=[CH:6][CH:7]=2)[C@H:21]1[O:22][CH2:23][C:24]1[CH:25]=[CH:26][CH:27]=[CH:28][CH:29]=1)=[O:65]. (2) Given the reactants [H-].[Na+].[F:3][C:4]1[C:5]([CH2:16][N:17]([CH3:25])[C:18](=[O:24])[O:19][C:20]([CH3:23])([CH3:22])[CH3:21])=[CH:6][NH:7][C:8]=1[C:9]1[C:10]([F:15])=[N:11][CH:12]=[CH:13][CH:14]=1.C1OCCOCCOCCOCCOC1.[CH3:41][O:42][C:43]1[CH:44]=[C:45]([S:49](Cl)(=[O:51])=[O:50])[CH:46]=[CH:47][CH:48]=1, predict the reaction product. The product is: [F:3][C:4]1[C:5]([CH2:16][N:17]([CH3:25])[C:18](=[O:24])[O:19][C:20]([CH3:21])([CH3:22])[CH3:23])=[CH:6][N:7]([S:49]([C:45]2[CH:46]=[CH:47][CH:48]=[C:43]([O:42][CH3:41])[CH:44]=2)(=[O:51])=[O:50])[C:8]=1[C:9]1[C:10]([F:15])=[N:11][CH:12]=[CH:13][CH:14]=1.